Dataset: Full USPTO retrosynthesis dataset with 1.9M reactions from patents (1976-2016). Task: Predict the reactants needed to synthesize the given product. (1) Given the product [OH:6][C:7]1[C:8]([N+:15]([O-:17])=[O:16])=[C:9]([CH:12]=[CH:13][CH:14]=1)[C:10]#[N:11], predict the reactants needed to synthesize it. The reactants are: OS(O)(=O)=O.[OH:6][C:7]1[CH:8]=[C:9]([CH:12]=[CH:13][CH:14]=1)[C:10]#[N:11].[N:15]([O-:17])=[O:16].[Na+]. (2) Given the product [CH2:8]([C:1]1([C:5]([OH:7])=[O:6])[CH2:4][CH2:3][CH2:2]1)[CH3:9], predict the reactants needed to synthesize it. The reactants are: [CH:1]1([C:5]([OH:7])=[O:6])[CH2:4][CH2:3][CH2:2]1.[CH2:8](Br)[CH3:9]. (3) Given the product [Cl:31][C:5]1[O:1][C:2]([C:6]2[CH:30]=[CH:29][C:9]3[C:10]4[CH:16]=[C:15]([S:17]([NH:20][C@H:21]([CH:26]([CH3:28])[CH3:27])[C:22]([O:24][CH3:25])=[O:23])(=[O:18])=[O:19])[CH:14]=[CH:13][C:11]=4[O:12][C:8]=3[CH:7]=2)=[CH:3][CH:4]=1, predict the reactants needed to synthesize it. The reactants are: [O:1]1[CH:5]=[CH:4][CH:3]=[C:2]1[C:6]1[CH:30]=[CH:29][C:9]2[C:10]3[CH:16]=[C:15]([S:17]([NH:20][C@H:21]([CH:26]([CH3:28])[CH3:27])[C:22]([O:24][CH3:25])=[O:23])(=[O:19])=[O:18])[CH:14]=[CH:13][C:11]=3[O:12][C:8]=2[CH:7]=1.[Cl:31]N1C(=O)CCC1=O.C(O)(C(F)(F)F)=O.CS(C)=O. (4) The reactants are: [Cl:1][C:2]1[C:3]([CH3:7])=[N:4][NH:5][CH:6]=1.[P:8](=[O:12])([OH:11])([OH:10])[OH:9]. Given the product [P:8]([O-:12])([OH:11])([OH:10])=[O:9].[Cl:1][C:2]1[CH:6]=[NH+:5][NH:4][C:3]=1[CH3:7], predict the reactants needed to synthesize it. (5) Given the product [Si:20]([O:15][C:13]1[CH:14]=[C:9]([C:7](=[O:8])[CH3:6])[CH:10]=[CH:11][CH:12]=1)([C:17]([CH3:19])([CH3:18])[CH3:16])([CH3:22])[CH3:21], predict the reactants needed to synthesize it. The reactants are: N1C=CN=C1.[CH3:6][C:7]([C:9]1[CH:10]=[CH:11][CH:12]=[C:13]([OH:15])[CH:14]=1)=[O:8].[CH3:16][C:17]([Si:20](Cl)([CH3:22])[CH3:21])([CH3:19])[CH3:18].CCCCCC. (6) Given the product [P:1]([O-:4])([O-:3])([S-:5])=[S:2].[Ca+2:7].[P:1]([O-:4])([O-:3])([S-:5])=[S:2].[Ca+2:7].[Ca+2:7], predict the reactants needed to synthesize it. The reactants are: [P:1](=[S:5])([OH:4])([OH:3])[SH:2].[OH-].[Ca+2:7].[OH-].C(OCCOCCOCCO)CCC.OO. (7) Given the product [O:20]1[CH2:21][CH2:22][N:17]([CH2:16][CH2:15][NH:14][C:8]2[C:9]([F:13])=[CH:10][CH:11]=[CH:12][C:7]=2[CH:6]2[N:5]([CH2:4][CH2:3][C:2]([CH3:24])([CH3:23])[CH3:1])[C:27](=[O:28])[CH:26]([CH2:30][C:31]([OH:33])=[O:32])[S:25]2)[CH2:18][CH2:19]1, predict the reactants needed to synthesize it. The reactants are: [CH3:1][C:2]([CH3:24])([CH3:23])[CH2:3][CH2:4]/[N:5]=[CH:6]/[C:7]1[CH:12]=[CH:11][CH:10]=[C:9]([F:13])[C:8]=1[NH:14][CH2:15][CH2:16][N:17]1[CH2:22][CH2:21][O:20][CH2:19][CH2:18]1.[SH:25][C@@H:26]([CH2:30][C:31]([OH:33])=[O:32])[C:27](O)=[O:28]. (8) Given the product [CH3:19][O:20][C:21]1[C:22]([CH3:51])=[C:23]([C:42]([O:49][CH3:50])=[C:43]([O:47][CH3:48])[C:44]=1[O:45][CH3:46])[CH2:24][C:25]1[CH:26]=[CH:27][C:28]([O:34][CH2:35][C:36]2[CH:41]=[CH:40][CH:39]=[CH:38][CH:37]=2)=[C:29]([CH:33]=1)[C:30]([N:1]1[CH2:6][CH2:5][O:4][CH2:3][CH2:2]1)=[O:31], predict the reactants needed to synthesize it. The reactants are: [NH:1]1[CH2:6][CH2:5][O:4][CH2:3][CH2:2]1.Cl.C(N=C=NCCCN(C)C)C.[CH3:19][O:20][C:21]1[C:22]([CH3:51])=[C:23]([C:42]([O:49][CH3:50])=[C:43]([O:47][CH3:48])[C:44]=1[O:45][CH3:46])[CH2:24][C:25]1[CH:26]=[CH:27][C:28]([O:34][CH2:35][C:36]2[CH:41]=[CH:40][CH:39]=[CH:38][CH:37]=2)=[C:29]([CH:33]=1)[C:30](O)=[O:31].